Dataset: Full USPTO retrosynthesis dataset with 1.9M reactions from patents (1976-2016). Task: Predict the reactants needed to synthesize the given product. (1) The reactants are: I[CH3:2].[CH3:3][NH:4][C:5]([N:7]1[CH2:12][CH2:11][O:10][CH2:9][CH:8]1[C:13]1[CH:17]=[C:16]([C:18]2[CH:23]=[CH:22][CH:21]=[C:20]([Cl:24])[CH:19]=2)[O:15][N:14]=1)=[S:6]. Given the product [CH3:2][S:6][C:5]([N:7]1[CH2:12][CH2:11][O:10][CH2:9][CH:8]1[C:13]1[CH:17]=[C:16]([C:18]2[CH:23]=[CH:22][CH:21]=[C:20]([Cl:24])[CH:19]=2)[O:15][N:14]=1)=[N:4][CH3:3], predict the reactants needed to synthesize it. (2) Given the product [CH:13]1([NH:18][C:2]2[C:3]3[N:4]([CH:10]=[CH:11][CH:12]=3)[N:5]=[CH:6][C:7]=2[C:8]#[N:9])[CH2:17][CH2:16][CH2:15][CH2:14]1, predict the reactants needed to synthesize it. The reactants are: Cl[C:2]1[C:3]2[N:4]([CH:10]=[CH:11][CH:12]=2)[N:5]=[CH:6][C:7]=1[C:8]#[N:9].[CH:13]1([NH2:18])[CH2:17][CH2:16][CH2:15][CH2:14]1.CCN(C(C)C)C(C)C. (3) Given the product [OH:3][C:4]1[CH:9]=[C:8]([C:10]2[N:11]=[C:12]([C:15]3([C:18]4[CH:19]=[CH:20][CH:21]=[CH:22][CH:23]=4)[CH2:16][CH2:17]3)[S:13][CH:14]=2)[CH:7]=[CH:6][C:5]=1[OH:1], predict the reactants needed to synthesize it. The reactants are: [O:1]1[C:5]2[CH:6]=[CH:7][C:8]([C:10]3[N:11]=[C:12]([C:15]4([C:18]5[CH:23]=[CH:22][CH:21]=[CH:20][CH:19]=5)[CH2:17][CH2:16]4)[S:13][CH:14]=3)=[CH:9][C:4]=2[O:3]C1.B(Br)(Br)Br.CO.O.C(O)(C(F)(F)F)=O. (4) Given the product [C:1]([S:9][C:10]([CH3:13])([CH3:12])[CH3:11])(=[S:23])[C:2]1[CH:7]=[CH:6][CH:5]=[CH:4][CH:3]=1, predict the reactants needed to synthesize it. The reactants are: [C:1]([S:9][C:10]([CH3:13])([CH3:12])[CH3:11])(=O)[C:2]1[CH:7]=[CH:6][CH:5]=[CH:4][CH:3]=1.COC1C=CC(P2(SP(C3C=CC(OC)=CC=3)(=S)S2)=[S:23])=CC=1. (5) The reactants are: [CH3:1][S:2]([C:5]1[CH:10]=[CH:9][C:8]([N:11]2[C:16](=[O:17])[CH2:15][CH2:14][C:13]([C:18]3[CH:34]=[CH:33][C:21]4[CH2:22][CH2:23][N:24]([C:27](=[O:32])[C:28]([F:31])([F:30])[F:29])[CH2:25][CH2:26][C:20]=4[CH:19]=3)=[N:12]2)=[CH:7][CH:6]=1)(=[O:4])=[O:3].[Se](=O)=O. Given the product [CH3:1][S:2]([C:5]1[CH:10]=[CH:9][C:8]([N:11]2[C:16](=[O:17])[CH:15]=[CH:14][C:13]([C:18]3[CH:34]=[CH:33][C:21]4[CH2:22][CH2:23][N:24]([C:27](=[O:32])[C:28]([F:30])([F:31])[F:29])[CH2:25][CH2:26][C:20]=4[CH:19]=3)=[N:12]2)=[CH:7][CH:6]=1)(=[O:3])=[O:4], predict the reactants needed to synthesize it. (6) Given the product [F:9][C:10]1[CH:11]=[C:12]([NH:21][C:22]([C@@H:24]2[N:33]([C:34]([C@@H:36]3[CH2:39][C@H:38]([CH2:40][C:41]([O:43][CH2:1][C:2]4[CH:7]=[CH:6][CH:5]=[CH:4][CH:3]=4)=[O:42])[CH2:37]3)=[O:35])[CH2:32][CH2:31][C:30]3[N:29]=[C:28]([O:44][CH3:45])[CH:27]=[CH:26][C:25]2=3)=[O:23])[CH:13]=[C:14]2[C:18]=1[C:17]([CH3:20])([CH3:19])[CH2:16][CH2:15]2, predict the reactants needed to synthesize it. The reactants are: [CH2:1](Br)[C:2]1[CH:7]=[CH:6][CH:5]=[CH:4][CH:3]=1.[F:9][C:10]1[CH:11]=[C:12]([NH:21][C:22]([C@@H:24]2[N:33]([C:34]([C@@H:36]3[CH2:39][C@H:38]([CH2:40][C:41]([OH:43])=[O:42])[CH2:37]3)=[O:35])[CH2:32][CH2:31][C:30]3[N:29]=[C:28]([O:44][CH3:45])[CH:27]=[CH:26][C:25]2=3)=[O:23])[CH:13]=[C:14]2[C:18]=1[C:17]([CH3:20])([CH3:19])[CH2:16][CH2:15]2.C(=O)([O-])[O-].[K+].[K+].O. (7) Given the product [N:7]1[CH:12]=[CH:11][CH:10]=[CH:9][C:8]=1[N:13]([C:22]1[CH:27]=[CH:26][CH:25]=[CH:24][N:23]=1)[CH2:14][CH2:15][OH:16], predict the reactants needed to synthesize it. The reactants are: [H-].[Al+3].[Li+].[H-].[H-].[H-].[N:7]1[CH:12]=[CH:11][CH:10]=[CH:9][C:8]=1[N:13]([C:22]1[CH:27]=[CH:26][CH:25]=[CH:24][N:23]=1)[CH2:14][C:15](OC(C)(C)C)=[O:16].